This data is from Catalyst prediction with 721,799 reactions and 888 catalyst types from USPTO. The task is: Predict which catalyst facilitates the given reaction. (1) Reactant: [C:1]1([CH:7]2[CH2:12][CH2:11][NH:10][CH2:9][CH2:8]2)[CH:6]=[CH:5][CH:4]=[CH:3][CH:2]=1.[C:13]([O:17][C:18]1[CH:36]=[CH:35][CH:34]=[CH:33][C:19]=1[CH2:20][N:21]([CH2:26][C:27]1[CH:32]=[CH:31][CH:30]=[CH:29][N:28]=1)[CH2:22][CH2:23][CH2:24]Cl)([CH3:16])([CH3:15])[CH3:14].C([O-])([O-])=O.[K+].[K+]. Product: [C:13]([O:17][C:18]1[CH:36]=[CH:35][CH:34]=[CH:33][C:19]=1[CH2:20][N:21]([CH2:26][C:27]1[CH:32]=[CH:31][CH:30]=[CH:29][N:28]=1)[CH2:22][CH2:23][CH2:24][N:10]1[CH2:9][CH2:8][CH:7]([C:1]2[CH:6]=[CH:5][CH:4]=[CH:3][CH:2]=2)[CH2:12][CH2:11]1)([CH3:14])([CH3:15])[CH3:16]. The catalyst class is: 23. (2) Reactant: [CH3:1][O:2][C:3](=[O:28])/[CH:4]=[CH:5]/[C:6]1[CH:11]=[CH:10][C:9]2=[N:12][C:13]3[C:26]4[CH:25]=[CH:24][CH:23]=[CH:22][C:21]=4[N:20]([CH3:27])[C:19]4[C:14]=3[C:15]([CH:16]=[CH:17][CH:18]=4)=[C:8]2[CH:7]=1.[H][H]. Product: [CH3:1][O:2][C:3](=[O:28])[CH2:4][CH2:5][C:6]1[CH:11]=[CH:10][C:9]2=[N:12][C:13]3[C:26]4[CH:25]=[CH:24][CH:23]=[CH:22][C:21]=4[N:20]([CH3:27])[C:19]4[C:14]=3[C:15]([CH:16]=[CH:17][CH:18]=4)=[C:8]2[CH:7]=1. The catalyst class is: 78.